This data is from Full USPTO retrosynthesis dataset with 1.9M reactions from patents (1976-2016). The task is: Predict the reactants needed to synthesize the given product. (1) Given the product [CH2:1]([O:3][C:4]1[CH:12]=[C:11]2[C:7]([CH:8]=[N:9][NH:10]2)=[CH:6][C:5]=1[NH:13][C:14]1[C:15]2[C:22]3[CH2:23][CH2:24][CH:25]([C:27]([N:31]([CH3:30])[CH2:32][CH2:33][CH3:34])=[O:28])[CH2:26][C:21]=3[S:20][C:16]=2[N:17]=[CH:18][N:19]=1)[CH3:2], predict the reactants needed to synthesize it. The reactants are: [CH2:1]([O:3][C:4]1[CH:12]=[C:11]2[C:7]([CH:8]=[N:9][NH:10]2)=[CH:6][C:5]=1[NH:13][C:14]1[C:15]2[C:22]3[CH2:23][CH2:24][CH:25]([C:27](O)=[O:28])[CH2:26][C:21]=3[S:20][C:16]=2[N:17]=[CH:18][N:19]=1)[CH3:2].[CH3:30][NH:31][CH2:32][CH2:33][CH3:34]. (2) Given the product [CH2:10]([C@H:17]1[CH2:18][N:19]([C:23]2[CH:28]=[CH:27][C:26]([O:29][CH3:30])=[C:25]([O:31][CH:32]([CH3:34])[CH3:33])[CH:24]=2)[CH2:20][CH2:21][N:22]1[C:7](=[O:9])[CH2:6][C:3]1[CH:4]=[CH:5][NH:1][CH:2]=1)[C:11]1[CH:12]=[CH:13][CH:14]=[CH:15][CH:16]=1, predict the reactants needed to synthesize it. The reactants are: [NH:1]1[CH:5]=[CH:4][C:3]([CH2:6][C:7]([OH:9])=O)=[CH:2]1.[CH2:10]([C@@H:17]1[NH:22][CH2:21][CH2:20][N:19]([C:23]2[CH:28]=[CH:27][C:26]([O:29][CH3:30])=[C:25]([O:31][CH:32]([CH3:34])[CH3:33])[CH:24]=2)[CH2:18]1)[C:11]1[CH:16]=[CH:15][CH:14]=[CH:13][CH:12]=1.